Dataset: Full USPTO retrosynthesis dataset with 1.9M reactions from patents (1976-2016). Task: Predict the reactants needed to synthesize the given product. (1) The reactants are: [C:1]12([CH2:11][O:12][C:13]3[C:18]([Br:19])=[CH:17][N:16]=[C:15]([NH:20][NH2:21])[CH:14]=3)[CH2:10][CH:5]3[CH2:6][CH:7](CC(C3)[CH2:2]1)[CH2:8]2.BrC1C(OCC2(C)CCCCC2)=C[C:26](NN)=[N:27]C=1. Given the product [Br:19][C:18]1[C:13]([O:12][CH2:11][C:1]2([CH3:2])[CH2:8][CH2:7][CH2:6][CH2:5][CH2:10]2)=[CH:14][C:15]2[N:16]([C:26]([NH2:27])=[N:21][N:20]=2)[CH:17]=1, predict the reactants needed to synthesize it. (2) Given the product [Cl:21][C:18]1[CH:17]=[CH:16][C:15]([C:13]2[S:14][C:10]([C:8]([NH:7][CH:3]3[CH2:4][CH2:5][CH2:6][N:1]([C:27]4[CH:28]=[CH:29][C:30]([O:31][CH3:32])=[C:25]([CH:26]=4)[CH:23]=[O:24])[CH2:2]3)=[O:9])=[C:11]([CH3:22])[N:12]=2)=[CH:20][CH:19]=1, predict the reactants needed to synthesize it. The reactants are: [NH:1]1[CH2:6][CH2:5][CH2:4][CH:3]([NH:7][C:8]([C:10]2[S:14][C:13]([C:15]3[CH:20]=[CH:19][C:18]([Cl:21])=[CH:17][CH:16]=3)=[N:12][C:11]=2[CH3:22])=[O:9])[CH2:2]1.[CH:23]([C:25]1[CH:26]=[C:27](OB(O)O)[CH:28]=[CH:29][C:30]=1[O:31][CH3:32])=[O:24]. (3) Given the product [CH2:17]([O:24][C:25]1[CH:34]=[C:33]2[C:28]([C:29]([NH:15][CH2:14][CH:12]3[CH2:11][O:10][C:9]([CH3:16])([CH3:8])[O:13]3)=[C:30]([N+:35]([O-:37])=[O:36])[CH:31]=[N:32]2)=[CH:27][CH:26]=1)[C:18]1[CH:19]=[CH:20][CH:21]=[CH:22][CH:23]=1, predict the reactants needed to synthesize it. The reactants are: C(N(CC)CC)C.[CH3:8][C:9]1([CH3:16])[O:13][CH:12]([CH2:14][NH2:15])[CH2:11][O:10]1.[CH2:17]([O:24][C:25]1[CH:34]=[C:33]2[C:28]([C:29](Cl)=[C:30]([N+:35]([O-:37])=[O:36])[CH:31]=[N:32]2)=[CH:27][CH:26]=1)[C:18]1[CH:23]=[CH:22][CH:21]=[CH:20][CH:19]=1. (4) Given the product [F:27][C:26]([F:29])([F:28])[C:24]([OH:30])=[O:25].[NH:20]1[CH:21]=[CH:22][N:23]=[C:19]1[C:17]1[O:16][N:15]=[C:14]([CH:10]2[CH2:11][CH2:12][CH2:13][NH:8][CH2:9]2)[N:18]=1, predict the reactants needed to synthesize it. The reactants are: C(OC([N:8]1[CH2:13][CH2:12][CH2:11][CH:10]([C:14]2[N:18]=[C:17]([C:19]3[NH:20][CH:21]=[CH:22][N:23]=3)[O:16][N:15]=2)[CH2:9]1)=O)(C)(C)C.[C:24]([OH:30])([C:26]([F:29])([F:28])[F:27])=[O:25]. (5) Given the product [Cl:59][C:7]1[CH:6]=[CH:5][CH:4]=[CH:3][C:2]=1[C:1]([NH:9][C:10]1[CH:11]=[CH:12][C:13]([C:16]2[CH:24]=[C:23]3[C:19]([CH2:20][N:21]([C@@H:26]([CH:31]([CH3:33])[CH3:32])[C:27]([O:29][CH3:30])=[O:28])[C:22]3=[O:25])=[CH:18][CH:17]=2)=[CH:14][CH:15]=1)=[O:8], predict the reactants needed to synthesize it. The reactants are: [C:1]([NH:9][C:10]1[CH:15]=[CH:14][C:13]([C:16]2[CH:24]=[C:23]3[C:19]([CH2:20][N:21]([C@@H:26]([CH:31]([CH3:33])[CH3:32])[C:27]([O:29][CH3:30])=[O:28])[C:22]3=[O:25])=[CH:18][CH:17]=2)=[CH:12][CH:11]=1)(=[O:8])[C:2]1[CH:7]=[CH:6][CH:5]=[CH:4][CH:3]=1.NC1C=CC(C2C=C3C(CN([C@@H](C(C)C)C(OC)=O)C3=O)=CC=2)=CC=1.[Cl:59]C1C=CC=CC=1C(Cl)=O. (6) Given the product [Si:1]([O:8][CH2:9][C:10]1[CH:15]=[C:14]([C:16]([O:18][CH3:19])=[O:17])[CH:13]=[C:12]([CH2:20][NH:30][CH2:29][C:26]2[N:25]([CH2:31][C:32]3[CH:37]=[CH:36][C:35]([F:38])=[CH:34][CH:33]=3)[C:24]([CH2:22][CH3:23])=[N:28][N:27]=2)[N:11]=1)([C:4]([CH3:5])([CH3:6])[CH3:7])([CH3:2])[CH3:3], predict the reactants needed to synthesize it. The reactants are: [Si:1]([O:8][CH2:9][C:10]1[CH:15]=[C:14]([C:16]([O:18][CH3:19])=[O:17])[CH:13]=[C:12]([CH:20]=O)[N:11]=1)([C:4]([CH3:7])([CH3:6])[CH3:5])([CH3:3])[CH3:2].[CH2:22]([C:24]1[N:25]([CH2:31][C:32]2[CH:37]=[CH:36][C:35]([F:38])=[CH:34][CH:33]=2)[C:26]([CH2:29][NH2:30])=[N:27][N:28]=1)[CH3:23]. (7) Given the product [CH3:1][N:2]1[CH:6]=[C:5]([C:7]2[N:12]=[C:11]([C:13]3[CH:14]=[N:15][N:16]([C:22]4([CH2:30][C:31]#[N:32])[CH2:23][C:24]5([CH2:25][CH2:26][O:27][CH2:28][CH2:29]5)[CH2:21]4)[CH:17]=3)[N:10]3[CH:18]=[CH:19][N:20]=[C:9]3[CH:8]=2)[CH:4]=[N:3]1, predict the reactants needed to synthesize it. The reactants are: [CH3:1][N:2]1[CH:6]=[C:5]([C:7]2[N:12]=[C:11]([C:13]3[CH:14]=[N:15][NH:16][CH:17]=3)[N:10]3[CH:18]=[CH:19][N:20]=[C:9]3[CH:8]=2)[CH:4]=[N:3]1.[CH2:21]1[C:24]2([CH2:29][CH2:28][O:27][CH2:26][CH2:25]2)[CH2:23][C:22]1=[CH:30][C:31]#[N:32].